Dataset: Reaction yield outcomes from USPTO patents with 853,638 reactions. Task: Predict the reaction yield, written as a fraction of the theoretical maximum amount of product (1.0 means a 100% yield; for example, 0.34 means a 34% yield). (1) The reactants are C([BH3-])#N.[Na+].[NH2:5][C:6]1[CH:11]=[CH:10][CH:9]=[CH:8][C:7]=1[C:12]([OH:19])([CH2:16][CH2:17][CH3:18])[CH2:13][CH2:14][CH3:15].[CH3:20][C:21]([NH:26][C:27](=[O:33])[O:28][C:29]([CH3:32])([CH3:31])[CH3:30])([CH3:25])[CH2:22][CH:23]=O. The catalyst is CO.C(O)(=O)C.C(OCC)(=O)C. The product is [OH:19][C:12]([C:7]1[CH:8]=[CH:9][CH:10]=[CH:11][C:6]=1[NH:5][CH2:23][CH2:22][C:21]([NH:26][C:27](=[O:33])[O:28][C:29]([CH3:32])([CH3:31])[CH3:30])([CH3:25])[CH3:20])([CH2:16][CH2:17][CH3:18])[CH2:13][CH2:14][CH3:15]. The yield is 1.00. (2) The reactants are [CH2:1]([C@@H:8]1[CH2:12][O:11][C:10](=[O:13])[N:9]1[C:14](=[O:35])[C@H:15]([CH:32]1[CH2:34][CH2:33]1)[C@H:16]([C@H:18]1[CH2:22][O:21][C:20]([CH3:24])([CH3:23])[N:19]1[C:25]([O:27][C:28]([CH3:31])([CH3:30])[CH3:29])=[O:26])[OH:17])[C:2]1[CH:7]=[CH:6][CH:5]=[CH:4][CH:3]=1.N1C(C)=CC=CC=1C.FC(F)(F)S(O[Si:50]([C:53]([CH3:56])([CH3:55])[CH3:54])([CH3:52])[CH3:51])(=O)=O. The catalyst is C(Cl)Cl.ClCCCl. The product is [CH2:1]([C@@H:8]1[CH2:12][O:11][C:10](=[O:13])[N:9]1[C:14](=[O:35])[C@H:15]([CH:32]1[CH2:33][CH2:34]1)[C@H:16]([C@H:18]1[CH2:22][O:21][C:20]([CH3:23])([CH3:24])[N:19]1[C:25]([O:27][C:28]([CH3:30])([CH3:29])[CH3:31])=[O:26])[O:17][Si:50]([C:53]([CH3:56])([CH3:55])[CH3:54])([CH3:52])[CH3:51])[C:2]1[CH:7]=[CH:6][CH:5]=[CH:4][CH:3]=1. The yield is 0.950. (3) The reactants are [Cl:1][C:2]1[CH:3]=[C:4]([C:9]([F:12])([F:11])[F:10])[CH:5]=[CH:6][C:7]=1I.[C:13]([N:20]1[CH2:25][CH2:24][NH:23][CH2:22][CH2:21]1)([O:15][C:16]([CH3:19])([CH3:18])[CH3:17])=[O:14].CC(C)([O-])C.[Na+].C1(C)C=CC=CC=1P(C1C=CC=CC=1C)C1C=CC=CC=1C. The catalyst is O1CCOCC1.CCOCC. The product is [C:16]([O:15][C:13]([N:20]1[CH2:25][CH2:24][N:23]([C:7]2[CH:6]=[CH:5][C:4]([C:9]([F:12])([F:11])[F:10])=[CH:3][C:2]=2[Cl:1])[CH2:22][CH2:21]1)=[O:14])([CH3:19])([CH3:17])[CH3:18]. The yield is 0.100. (4) The reactants are [NH2:1][C:2]1[CH:7]=[CH:6][C:5]([N+:8]([O-:10])=[O:9])=[CH:4][C:3]=1[C:11]#[C:12][C:13]([CH3:19])([CH3:18])[C:14]([O:16][CH3:17])=[O:15].N1C=CC=CC=1.[C:26](Cl)(=[O:30])[CH2:27][CH2:28][CH3:29]. The catalyst is C(Cl)Cl. The product is [C:26]([NH:1][C:2]1[CH:7]=[CH:6][C:5]([N+:8]([O-:10])=[O:9])=[CH:4][C:3]=1[C:11]#[C:12][C:13]([CH3:19])([CH3:18])[C:14]([O:16][CH3:17])=[O:15])(=[O:30])[CH2:27][CH2:28][CH3:29]. The yield is 0.450. (5) The reactants are [Cl:1][C:2]1[C:9]([CH3:10])=[C:8]([NH:11][C@@H:12]([C:16]2[O:17][C:18]([C:21]3[CH:26]=[CH:25][CH:24]=[CH:23][CH:22]=3)=[N:19][N:20]=2)[C@@H:13]([OH:15])[CH3:14])[CH:7]=[CH:6][C:3]=1[C:4]#[N:5].[C:27](Cl)(=[O:34])[C:28]1[CH:33]=[CH:32][CH:31]=[CH:30][CH:29]=1. The catalyst is N1C=CC=CC=1.C(Cl)Cl. The product is [C:27]([O:15][C@@H:13]([CH3:14])[C@@H:12]([NH:11][C:8]1[CH:7]=[CH:6][C:3]([C:4]#[N:5])=[C:2]([Cl:1])[C:9]=1[CH3:10])[C:16]1[O:17][C:18]([C:21]2[CH:26]=[CH:25][CH:24]=[CH:23][CH:22]=2)=[N:19][N:20]=1)(=[O:34])[C:28]1[CH:33]=[CH:32][CH:31]=[CH:30][CH:29]=1. The yield is 0.880. (6) The reactants are C(OC([C@@]1(N[C:13]([O:15][C:16]([CH3:19])([CH3:18])[CH3:17])=[O:14])C[C@H]1C1CC1)=O)C.CC[N:22]([CH2:25][CH3:26])[CH2:23]C.C1C=CC(P(N=[N+]=[N-])(C2C=CC=CC=2)=[O:34])=CC=1.[CH3:44][Si:45]([CH3:50])([CH3:49])[CH2:46][CH2:47][OH:48].[CH:51]1[CH:56]=CC=C[CH:52]=1. No catalyst specified. The product is [C:16]([O:15][C:13]([C@:25]1([NH:22][C:23]([O:48][CH2:47][CH2:46][Si:45]([CH3:50])([CH3:49])[CH3:44])=[O:34])[CH2:26][C@@H:52]1[CH2:51][CH3:56])=[O:14])([CH3:17])([CH3:18])[CH3:19]. The yield is 0.520. (7) The reactants are [NH2:1][C:2]1[C:16]([O:17][CH3:18])=[CH:15][C:5]2[CH2:6][CH2:7][N:8]([CH2:11][C@@H:12]([OH:14])[CH3:13])[CH2:9][CH2:10][C:4]=2[CH:3]=1.C([Si](C)(C)[O:24][C@H:25]1[CH2:29][CH2:28][N:27]([S:30]([C:33]2[CH:38]=[CH:37][CH:36]=[CH:35][C:34]=2[NH:39][C:40]2[C:45]([Cl:46])=[CH:44][N:43]=[C:42](Cl)[N:41]=2)(=[O:32])=[O:31])[CH2:26]1)(C)(C)C. No catalyst specified. The product is [Cl:46][C:45]1[C:40]([NH:39][C:34]2[CH:35]=[CH:36][CH:37]=[CH:38][C:33]=2[S:30]([N:27]2[CH2:28][CH2:29][C@H:25]([OH:24])[CH2:26]2)(=[O:31])=[O:32])=[N:41][C:42]([NH:1][C:2]2[C:16]([O:17][CH3:18])=[CH:15][C:5]3[CH2:6][CH2:7][N:8]([CH2:11][C@@H:12]([OH:14])[CH3:13])[CH2:9][CH2:10][C:4]=3[CH:3]=2)=[N:43][CH:44]=1. The yield is 0.460. (8) The product is [F:29][C:27]1[CH:28]=[C:23]([NH:22][C:21]2[C:16]([C:11]3[N:12]=[C:13]([CH3:15])[N:14]=[C:9]([N:8]([CH2:48][C:49]4[CH:54]=[CH:53][C:52]([O:55][CH3:56])=[CH:51][CH:50]=4)[CH2:7][C:6]4[CH:57]=[CH:58][C:3]([O:2][CH3:1])=[CH:4][CH:5]=4)[N:10]=3)=[CH:17][C:18]([C@H:32]([N:34]3[CH2:39][CH2:38][N:37]([S:77]([CH3:76])(=[O:79])=[O:78])[CH2:36][C@H:35]3[CH3:47])[CH3:33])=[CH:19][N:20]=2)[CH:24]=[N:25][C:26]=1[O:30][CH3:31]. The yield is 0.770. No catalyst specified. The reactants are [CH3:1][O:2][C:3]1[CH:58]=[CH:57][C:6]([CH2:7][N:8]([CH2:48][C:49]2[CH:54]=[CH:53][C:52]([O:55][CH3:56])=[CH:51][CH:50]=2)[C:9]2[N:14]=[C:13]([CH3:15])[N:12]=[C:11]([C:16]3[CH:17]=[C:18]([C@H:32]([N:34]4[CH2:39][CH2:38][N:37](C(OC(C)(C)C)=O)[CH2:36][C@H:35]4[CH3:47])[CH3:33])[CH:19]=[N:20][C:21]=3[NH:22][C:23]3[CH:24]=[N:25][C:26]([O:30][CH3:31])=[C:27]([F:29])[CH:28]=3)[N:10]=2)=[CH:5][CH:4]=1.ClCCl.FC(F)(F)C(O)=O.C(N(CC)CC)C.[CH3:76][S:77](Cl)(=[O:79])=[O:78]. (9) The product is [CH2:25]([N:16]1[C:17]2[C:22](=[CH:21][CH:20]=[CH:19][CH:18]=2)[C:23]([OH:24])=[C:14]([C:8]2[NH:7][C:6]3[S:5][CH:4]=[C:3]([CH2:2][NH:1][S:52]([CH3:51])(=[O:54])=[O:53])[C:11]=3[S:10](=[O:13])(=[O:12])[N:9]=2)[C:15]1=[O:32])[C:26]1[CH:31]=[CH:30][CH:29]=[CH:28][CH:27]=1. The reactants are [NH2:1][CH2:2][C:3]1[C:11]2[S:10](=[O:13])(=[O:12])[N:9]=[C:8]([C:14]3[C:15](=[O:32])[N:16]([CH2:25][C:26]4[CH:31]=[CH:30][CH:29]=[CH:28][CH:27]=4)[C:17]4[C:22]([C:23]=3[OH:24])=[CH:21][CH:20]=[CH:19][CH:18]=4)[NH:7][C:6]=2[S:5][CH:4]=1.C(N(CC)CC)C.N12CCCN=C1CCCCC2.[CH3:51][S:52](Cl)(=[O:54])=[O:53]. The yield is 0.230. The catalyst is O1CCCC1.CN(C)C=O.